This data is from Acute oral toxicity (LD50) regression data from Zhu et al.. The task is: Regression/Classification. Given a drug SMILES string, predict its toxicity properties. Task type varies by dataset: regression for continuous values (e.g., LD50, hERG inhibition percentage) or binary classification for toxic/non-toxic outcomes (e.g., AMES mutagenicity, cardiotoxicity, hepatotoxicity). Dataset: ld50_zhu. (1) The drug is CCOc1ccccc1N1CCN(CCCCc2ccc3c(c2)CCC(=O)N3)CC1. The rat oral LD50 is 2.91, given as -log10 of the dose in mol/kg body weight (higher means more acutely toxic). (2) The compound is CCCCOC(=O)C(C)Oc1ccc(Oc2ccc(C(F)(F)F)cn2)cc1. The rat oral LD50 is 2.12, given as -log10 of the dose in mol/kg body weight (higher means more acutely toxic).